Dataset: Catalyst prediction with 721,799 reactions and 888 catalyst types from USPTO. Task: Predict which catalyst facilitates the given reaction. (1) Reactant: Cl[C:2]1[N:3]=[N:4][C:5]([CH3:8])=[CH:6][CH:7]=1.[Br-].[S:10]1[CH:14]=[CH:13][N:12]=[C:11]1[Zn+].C(N(CC(O)=O)CC(O)=O)CN(CC(O)=O)CC(O)=O. Product: [CH3:8][C:5]1[N:4]=[N:3][C:2]([C:11]2[S:10][CH:14]=[CH:13][N:12]=2)=[CH:7][CH:6]=1. The catalyst class is: 140. (2) Reactant: [C:1]([C:3]1[CH:23]=[CH:22][C:6]([CH2:7][N:8]([O:20][CH3:21])[C:9](=[O:19])[CH:10]=[C:11]2[C:15](=[O:16])[O:14][C:13](C)(C)[O:12]2)=[CH:5][CH:4]=1)#[N:2]. Product: [CH3:13][O:14][C:15](=[O:16])[C:11]([OH:12])=[CH:10][C:9](=[O:19])[N:8]([CH2:7][C:6]1[CH:5]=[CH:4][C:3]([C:1]#[N:2])=[CH:23][CH:22]=1)[O:20][CH3:21]. The catalyst class is: 5. (3) Reactant: Cl[C:2]1[C:7]([C:8]#[C:9][C:10]2[CH:15]=[CH:14][C:13]([Cl:16])=[CH:12][CH:11]=2)=[CH:6][N:5]=[C:4]([N:17]=[CH:18][N:19]([CH:23]([CH3:25])[CH3:24])[CH:20]([CH3:22])[CH3:21])[N:3]=1.[C:26]([N:29]1[CH2:34][CH2:33][NH:32][CH2:31][CH2:30]1)(=[O:28])[CH3:27]. Product: [C:26]([N:29]1[CH2:34][CH2:33][N:32]([C:2]2[C:7]([C:8]#[C:9][C:10]3[CH:15]=[CH:14][C:13]([Cl:16])=[CH:12][CH:11]=3)=[CH:6][N:5]=[C:4]([N:17]=[CH:18][N:19]([CH:23]([CH3:25])[CH3:24])[CH:20]([CH3:22])[CH3:21])[N:3]=2)[CH2:31][CH2:30]1)(=[O:28])[CH3:27]. The catalyst class is: 10. (4) Product: [CH3:28][C:29]([CH3:39])([CH2:37][CH3:38])[CH2:30][C:31]1[N:32]=[C:33]([CH3:36])[N:34]([C:8]([C:21]2[CH:26]=[CH:25][CH:24]=[CH:23][CH:22]=2)([C:15]2[CH:20]=[CH:19][CH:18]=[CH:17][CH:16]=2)[C:9]2[CH:14]=[CH:13][CH:12]=[CH:11][CH:10]=2)[CH:35]=1. Reactant: C(N(CC)CC)C.[C:8](Br)([C:21]1[CH:26]=[CH:25][CH:24]=[CH:23][CH:22]=1)([C:15]1[CH:20]=[CH:19][CH:18]=[CH:17][CH:16]=1)[C:9]1[CH:14]=[CH:13][CH:12]=[CH:11][CH:10]=1.[CH3:28][C:29]([CH3:39])([CH2:37][CH3:38])[CH2:30][C:31]1[N:32]=[C:33]([CH3:36])[NH:34][CH:35]=1. The catalyst class is: 2. (5) Reactant: [CH3:1][N:2]1[C:8]([CH3:10])([CH3:9])[C:6](=[O:7])[NH:5][C:3]1=[O:4].C(O[I:15](C1C=CC=CC=1)OC(=O)C)(=O)C.II. Product: [I:15][N:5]1[C:6](=[O:7])[C:8]([CH3:10])([CH3:9])[N:2]([CH3:1])[C:3]1=[O:4]. The catalyst class is: 23. (6) Reactant: C([O:4][C:5]1[CH:6]=[C:7]2[C:12](=[CH:13][CH:14]=1)[C:11]([CH3:19])([C:15]([F:18])([F:17])[F:16])[O:10][CH2:9][CH2:8]2)(=O)C.C(O)(CC)C.C(OC1C=C2C(=CC=1)[C@](C)(C(F)(F)F)OCC2)(=O)C. Product: [OH:4][C:5]1[CH:6]=[C:7]2[C:12](=[CH:13][CH:14]=1)[C@@:11]([CH3:19])([C:15]([F:18])([F:16])[F:17])[O:10][CH2:9][CH2:8]2. The catalyst class is: 81. (7) Reactant: [CH3:1][O:2][C:3](=[O:52])[CH:4]([NH:18][C:19](=[O:51])[CH2:20][NH:21][C:22](=[O:50])[C:23]1[CH:28]=[CH:27][C:26]([Br:29])=[CH:25][C:24]=1[NH:30][C:31]1([CH2:42][C:43]2[CH:48]=[CH:47][CH:46]=[C:45]([Cl:49])[CH:44]=2)[C:39]2[C:34](=[CH:35][C:36]([Cl:40])=[CH:37][CH:38]=2)[NH:33][C:32]1=[O:41])[CH2:5][CH2:6][CH2:7][CH:8](N)[NH:9]C(OC(C)(C)C)=O. Product: [CH3:1][O:2][C:3](=[O:52])[CH:4]([NH:18][C:19](=[O:51])[CH2:20][NH:21][C:22](=[O:50])[C:23]1[CH:28]=[CH:27][C:26]([Br:29])=[CH:25][C:24]=1[NH:30][C:31]1([CH2:42][C:43]2[CH:48]=[CH:47][CH:46]=[C:45]([Cl:49])[CH:44]=2)[C:39]2[C:34](=[CH:35][C:36]([Cl:40])=[CH:37][CH:38]=2)[NH:33][C:32]1=[O:41])[CH2:5][CH2:6][CH2:7][CH2:8][NH2:9]. The catalyst class is: 67. (8) Reactant: [Br:1][C:2]1[CH:3]=[N:4][N:5]([CH3:11])[C:6]=1[C:7](OC)=[O:8].[H-].C([Al+]CC(C)C)C(C)C. Product: [Br:1][C:2]1[CH:3]=[N:4][N:5]([CH3:11])[C:6]=1[CH2:7][OH:8]. The catalyst class is: 2. (9) Reactant: [Cl:1][C:2]1[CH:10]=[C:9]2[C:5]([CH:6]([C:12]3[CH:17]=[CH:16][CH:15]=[C:14]([O:18][CH3:19])[CH:13]=3)[C:7](=[O:11])[NH:8]2)=[CH:4][CH:3]=1.[CH3:20][O:21][C:22]1[CH:29]=[CH:28][C:25]([CH2:26]Cl)=[CH:24][CH:23]=1.[I-].[K+].C(=O)([O-])[O-].[K+].[K+]. Product: [Cl:1][C:2]1[CH:10]=[C:9]2[C:5]([C:6]([CH2:26][C:25]3[CH:28]=[CH:29][C:22]([O:21][CH3:20])=[CH:23][CH:24]=3)([C:12]3[CH:17]=[CH:16][CH:15]=[C:14]([O:18][CH3:19])[CH:13]=3)[C:7](=[O:11])[NH:8]2)=[CH:4][CH:3]=1. The catalyst class is: 372. (10) Reactant: [CH:1]1([NH:5][C@H:6]2[CH2:10][CH2:9][CH2:8][C@@H:7]2[NH:11][C:12](=[O:18])[O:13][C:14]([CH3:17])([CH3:16])[CH3:15])[CH2:4][CH2:3][CH2:2]1.CCN(C(C)C)C(C)C.[CH3:28][O:29][C:30]1[CH:38]=[CH:37][CH:36]=[C:35]([O:39][CH3:40])[C:31]=1[C:32](Cl)=[O:33]. Product: [CH:1]1([N:5]([C@H:6]2[CH2:10][CH2:9][CH2:8][C@@H:7]2[NH:11][C:12](=[O:18])[O:13][C:14]([CH3:15])([CH3:17])[CH3:16])[C:32](=[O:33])[C:31]2[C:35]([O:39][CH3:40])=[CH:36][CH:37]=[CH:38][C:30]=2[O:29][CH3:28])[CH2:2][CH2:3][CH2:4]1. The catalyst class is: 2.